This data is from Reaction yield outcomes from USPTO patents with 853,638 reactions. The task is: Predict the reaction yield, written as a fraction of the theoretical maximum amount of product (1.0 means a 100% yield; for example, 0.34 means a 34% yield). (1) The reactants are [F:1][C:2]1[CH:7]=[C:6]([N+:8]([O-])=O)[CH:5]=[C:4]([F:11])[C:3]=1[C:12]([CH3:18])([CH3:17])[C:13]([O:15][CH3:16])=[O:14]. The catalyst is CO.[C].[Pd]. The product is [NH2:8][C:6]1[CH:5]=[C:4]([F:11])[C:3]([C:12]([CH3:17])([CH3:18])[C:13]([O:15][CH3:16])=[O:14])=[C:2]([F:1])[CH:7]=1. The yield is 1.01. (2) The reactants are Br[C:2]1[C:3]2[C:8]([CH:9]=[C:10]3[C:15]=1[CH:14]=[CH:13][CH:12]=[CH:11]3)=[CH:7][CH:6]=[CH:5][CH:4]=2.CCCCCC.C([Li])CCC.[B:27](OC)([O:30]C)[O:28]C.Cl. The catalyst is C1(C)C=CC=CC=1.O1CCCC1. The product is [CH:14]1[C:15]2[C:10](=[CH:9][C:8]3[C:3]([C:2]=2[B:27]([OH:30])[OH:28])=[CH:4][CH:5]=[CH:6][CH:7]=3)[CH:11]=[CH:12][CH:13]=1. The yield is 0.730. (3) The product is [CH2:15]([C:12]1[CH:13]=[CH:14][C:9]([O:8][CH2:7][CH2:6][CH2:5][C:4]([OH:23])=[O:3])=[CH:10][CH:11]=1)[CH2:16][CH2:17][CH2:18][CH2:19][CH2:20][CH2:21][CH3:22]. The yield is 0.800. The reactants are C([O:3][C:4](=[O:23])[CH2:5][CH2:6][CH2:7][O:8][C:9]1[CH:14]=[CH:13][C:12]([CH2:15][CH2:16][CH2:17][CH2:18][CH2:19][CH2:20][CH2:21][CH3:22])=[CH:11][CH:10]=1)C.[OH-].[Na+].Cl. The catalyst is O1CCOCC1. (4) The reactants are O1CCOCC1.Cl.[NH2:8][OH:9].[OH-].[Na+].C[O:13][C:14](=O)[CH:15]=[CH:16][C:17]1[CH:22]=[CH:21][C:20]([NH:23][S:24]([C:27]2[CH:32]=[CH:31][CH:30]=[CH:29][CH:28]=2)(=[O:26])=[O:25])=[CH:19][CH:18]=1. The catalyst is O.CO. The product is [C:27]1([S:24]([NH:23][C:20]2[CH:21]=[CH:22][C:17]([CH:16]=[CH:15][C:14]([NH:8][OH:9])=[O:13])=[CH:18][CH:19]=2)(=[O:26])=[O:25])[CH:32]=[CH:31][CH:30]=[CH:29][CH:28]=1. The yield is 0.310. (5) The reactants are [CH3:1][O:2][C:3]1[CH:4]=[CH:5][C:6]2[S:10][C:9](C(O)=O)=[N:8][C:7]=2[C:14]=1[N+:15]([O-:17])=[O:16]. The catalyst is ClCCl. The product is [CH3:1][O:2][C:3]1[CH:4]=[CH:5][C:6]2[S:10][CH:9]=[N:8][C:7]=2[C:14]=1[N+:15]([O-:17])=[O:16]. The yield is 0.800.